Dataset: Forward reaction prediction with 1.9M reactions from USPTO patents (1976-2016). Task: Predict the product of the given reaction. Given the reactants Cl.[Cl:2][C:3]1[CH:8]=[CH:7][CH:6]=[CH:5][C:4]=1[NH:9][NH2:10].C(=O)([O-])[O-].[K+].[K+].C([O:19][CH:20]=[C:21]([C:27](OCC)=O)[C:22]([O:24][CH2:25][CH3:26])=[O:23])C, predict the reaction product. The product is: [Cl:2][C:3]1[CH:8]=[CH:7][CH:6]=[CH:5][C:4]=1[N:9]1[C:20](=[O:19])[C:21]([C:22]([O:24][CH2:25][CH3:26])=[O:23])=[CH:27][NH:10]1.